From a dataset of Forward reaction prediction with 1.9M reactions from USPTO patents (1976-2016). Predict the product of the given reaction. (1) Given the reactants [OH:1][CH2:2][C:3]1[CH:8]=[CH:7][C:6]([C:9]2[N:13]=[C:12]([C:14]3[S:15][C:16]([C:25]([F:28])([F:27])[F:26])=[C:17]([C:19]4[CH:24]=[CH:23][CH:22]=[CH:21][CH:20]=4)[CH:18]=3)[O:11][N:10]=2)=[CH:5][CH:4]=1.C[N+]1([O-])CCOCC1, predict the reaction product. The product is: [CH:2]([C:3]1[CH:8]=[CH:7][C:6]([C:9]2[N:13]=[C:12]([C:14]3[S:15][C:16]([C:25]([F:27])([F:26])[F:28])=[C:17]([C:19]4[CH:24]=[CH:23][CH:22]=[CH:21][CH:20]=4)[CH:18]=3)[O:11][N:10]=2)=[CH:5][CH:4]=1)=[O:1]. (2) Given the reactants I[C:2]1[CH:3]=[C:4]([C:20]([NH:22][CH2:23][C:24]2[CH:29]=[CH:28][C:27]([S:30]([CH3:33])(=[O:32])=[O:31])=[CH:26][CH:25]=2)=[O:21])[C:5](=[O:19])[N:6]([C:9]2[CH:14]=[CH:13][CH:12]=[C:11]([C:15]([F:18])([F:17])[F:16])[CH:10]=2)[C:7]=1[CH3:8].C([Sn](CCCC)(CCCC)[C:39]1[N:44]=[CH:43][CH:42]=[CH:41][N:40]=1)CCC.C1(P(C2C=CC=CC=2)C2C=CC=CC=2)C=CC=CC=1, predict the reaction product. The product is: [CH3:8][C:7]1[N:6]([C:9]2[CH:14]=[CH:13][CH:12]=[C:11]([C:15]([F:17])([F:18])[F:16])[CH:10]=2)[C:5](=[O:19])[C:4]([C:20]([NH:22][CH2:23][C:24]2[CH:25]=[CH:26][C:27]([S:30]([CH3:33])(=[O:32])=[O:31])=[CH:28][CH:29]=2)=[O:21])=[CH:3][C:2]=1[C:39]1[N:44]=[CH:43][CH:42]=[CH:41][N:40]=1. (3) Given the reactants [OH-].[Na+].[CH2:3]([C:5]1[C:10](=[O:11])[N:9]2[N:12]=[CH:13][C:14]([C:15]#[N:16])=[C:8]2[NH:7][C:6]=1[CH3:17])[CH3:4].[Br:18][CH2:19][CH2:20]Br, predict the reaction product. The product is: [Br:18][CH2:19][CH2:20][N:7]1[C:6]([CH3:17])=[C:5]([CH2:3][CH3:4])[C:10](=[O:11])[N:9]2[N:12]=[CH:13][C:14]([C:15]#[N:16])=[C:8]12. (4) Given the reactants [CH2:1]([O:8][C:9]1[CH:17]=[C:16]2[C:12]([C:13]([CH2:18][C:19]#[N:20])=[CH:14][NH:15]2)=[CH:11][CH:10]=1)[C:2]1[CH:7]=[CH:6][CH:5]=[CH:4][CH:3]=1.[C:21]([O:25][C:26](O[C:26]([O:25][C:21]([CH3:24])([CH3:23])[CH3:22])=[O:27])=[O:27])([CH3:24])([CH3:23])[CH3:22], predict the reaction product. The product is: [C:21]([O:25][C:26]([N:15]1[C:16]2[C:12](=[CH:11][CH:10]=[C:9]([O:8][CH2:1][C:2]3[CH:3]=[CH:4][CH:5]=[CH:6][CH:7]=3)[CH:17]=2)[C:13]([CH2:18][C:19]#[N:20])=[CH:14]1)=[O:27])([CH3:24])([CH3:23])[CH3:22]. (5) Given the reactants [NH2:1][CH2:2][CH2:3][CH2:4][NH:5][N:6]1[C:18]2[C:17]3[CH:16]=[CH:15][CH:14]=[CH:13][C:12]=3[N:11]=[C:10]([NH2:19])[C:9]=2[N:8]=[C:7]1[CH2:20][O:21][CH2:22][CH3:23].C(N(CC)CC)C.[C:31](Cl)(=[O:35])[CH:32]([CH3:34])[CH3:33], predict the reaction product. The product is: [NH2:19][C:10]1[C:9]2[N:8]=[C:7]([CH2:20][O:21][CH2:22][CH3:23])[N:6]([NH:5][CH2:4][CH2:3][CH2:2][NH:1][C:31](=[O:35])[CH:32]([CH3:34])[CH3:33])[C:18]=2[C:17]2[CH:16]=[CH:15][CH:14]=[CH:13][C:12]=2[N:11]=1. (6) The product is: [CH3:1][O:2][C:3]1[CH:4]=[C:5]2[C:9](=[CH:10][CH:11]=1)[NH:8][C:7]([CH3:12])=[C:6]2[C:13]#[N:15]. Given the reactants [CH3:1][O:2][C:3]1[CH:4]=[C:5]2[C:9](=[CH:10][CH:11]=1)[NH:8][C:7]([CH3:12])=[CH:6]2.[C:13](#[N:15])C.ClS(N=C=O)(=O)=O.CN(C)C=O, predict the reaction product. (7) Given the reactants [C:1]1([C:40]2[CH:45]=[CH:44][CH:43]=[CH:42][CH:41]=2)[CH:6]=[CH:5][C:4]([C:7]2[N:12]=[C:11]([C:13]3[CH:18]=[CH:17][C:16]([C:19]4[CH:24]=[CH:23][CH:22]=[CH:21][CH:20]=4)=[CH:15][CH:14]=3)[N:10]=[C:9]([C:25]3[CH:30]=[CH:29][C:28](B4OC(C)(C)C(C)(C)O4)=[CH:27][CH:26]=3)[N:8]=2)=[CH:3][CH:2]=1.Cl[C:47]1[N:52]=[C:51]([CH3:53])[CH:50]=[C:49]([CH3:54])[N:48]=1.P([O-])([O-])([O-])=O.[K+].[K+].[K+], predict the reaction product. The product is: [C:1]1([C:40]2[CH:41]=[CH:42][CH:43]=[CH:44][CH:45]=2)[CH:6]=[CH:5][C:4]([C:7]2[N:12]=[C:11]([C:13]3[CH:18]=[CH:17][C:16]([C:19]4[CH:24]=[CH:23][CH:22]=[CH:21][CH:20]=4)=[CH:15][CH:14]=3)[N:10]=[C:9]([C:25]3[CH:30]=[CH:29][C:28]([C:47]4[N:52]=[C:51]([CH3:53])[CH:50]=[C:49]([CH3:54])[N:48]=4)=[CH:27][CH:26]=3)[N:8]=2)=[CH:3][CH:2]=1. (8) Given the reactants [O:1]1[CH2:5][CH2:4][O:3][CH:2]1[C:6]1[CH:7]=[C:8](/[CH:15]=[CH:16]/[C:17]([O:19][CH3:20])=[O:18])[S:9][C:10]=1[Si](C)(C)C.O.O1CCCC1.[F-].C([N+](CCCC)(CCCC)CCCC)CCC.[Cl-].[NH4+], predict the reaction product. The product is: [O:1]1[CH2:5][CH2:4][O:3][CH:2]1[C:6]1[CH:7]=[C:8](/[CH:15]=[CH:16]/[C:17]([O:19][CH3:20])=[O:18])[S:9][CH:10]=1. (9) Given the reactants [C:1]1([C:7]2[C:15]3[C:10](=[CH:11][C:12]([C:16]([O:18][CH3:19])=[O:17])=[CH:13][CH:14]=3)[N:9](C([O-])=O)[CH:8]=2)[CH:6]=[CH:5][CH:4]=[CH:3][CH:2]=1.C(O)(C(F)(F)F)=O, predict the reaction product. The product is: [C:1]1([C:7]2[C:15]3[C:10](=[CH:11][C:12]([C:16]([O:18][CH3:19])=[O:17])=[CH:13][CH:14]=3)[NH:9][CH:8]=2)[CH:2]=[CH:3][CH:4]=[CH:5][CH:6]=1.